Dataset: Microsomal clearance measurements from AstraZeneca. Task: Regression/Classification. Given a drug SMILES string, predict its absorption, distribution, metabolism, or excretion properties. Task type varies by dataset: regression for continuous measurements (e.g., permeability, clearance, half-life) or binary classification for categorical outcomes (e.g., BBB penetration, CYP inhibition). For this dataset (clearance_microsome_az), we predict log10(clearance) (log10 of the in vitro intrinsic clearance, CLint, in uL/min per mg of human liver microsomal protein, equivalently mL/min/g; values are censored to the assay range of 3 to 150, which is 0.477 to 2.18 on this log10 scale). (1) The molecule is Cc1cc(F)ccc1-n1nc(C(F)(F)F)cc1-c1ccc2c(c1)NC(=O)CO2. The log10(clearance) is 1.16. (2) The drug is CCOc1ccc2oc(C(=O)NC(CCSC)c3nc4cnccc4[nH]3)c(C)c2c1. The log10(clearance) is 1.23. (3) The log10(clearance) is 1.57. The compound is Nc1nc(-c2ccccn2)nc(N)c1Cc1ccc(Cl)cc1Cl. (4) The drug is Cn1c(=O)c2nc[nH]c2n(C)c1=O. The log10(clearance) is 0.680. (5) The compound is O=C(O)Cc1ccc(N2CCC(CN3CCC(Oc4ccc(Cl)c(Cl)c4)CC3)CC2)cc1. The log10(clearance) is 0.480. (6) The compound is CCN(C(=O)Cc1ccc(S(C)(=O)=O)cc1)C1CCN(CCC(c2ccccc2)C2CCN(Cc3ccccc3)CC2)CC1. The log10(clearance) is 2.18. (7) The drug is CN(CCc1ccc(O)c2nc(O)sc12)CCN(C)C(=O)CCOCCc1ccccc1. The log10(clearance) is 2.18. (8) The molecule is CC[C@H](CO)Nc1nc(SCc2cccc(F)c2F)nc2nc(NC(C)C)sc12. The log10(clearance) is 1.62. (9) The molecule is C[C@H]1CN(Cc2cc(Cl)ccc2OCC(=O)O)CCN1C(=O)Cc1ccc(Cl)cc1. The log10(clearance) is 0.480.